From a dataset of Forward reaction prediction with 1.9M reactions from USPTO patents (1976-2016). Predict the product of the given reaction. (1) Given the reactants [Cl:1][C:2]1[C:11]2[C:6](=[CH:7][CH:8]=[C:9]([C:12]([C:14]3[N:18]([CH3:19])[N:17]=[N:16][CH:15]=3)=[O:13])[CH:10]=2)[N:5]=[C:4]([O:20][CH3:21])[C:3]=1[CH2:22][C:23]1[CH:28]=[CH:27][C:26]([C:29]([F:32])([F:31])[F:30])=[CH:25][CH:24]=1.[Li][CH3:34], predict the reaction product. The product is: [Cl:1][C:2]1[C:11]2[C:6](=[CH:7][CH:8]=[C:9]([C:12]([C:14]3[N:18]([CH3:19])[N:17]=[N:16][CH:15]=3)([OH:13])[CH3:34])[CH:10]=2)[N:5]=[C:4]([O:20][CH3:21])[C:3]=1[CH2:22][C:23]1[CH:24]=[CH:25][C:26]([C:29]([F:30])([F:31])[F:32])=[CH:27][CH:28]=1. (2) Given the reactants [NH2:1][CH:2]1[N:8]=[C:7]([C:9]2[CH:14]=[CH:13][CH:12]=[CH:11][CH:10]=2)[C:6]2[CH:15]=[CH:16][CH:17]=[CH:18][C:5]=2[N:4]([CH3:19])[C:3]1=[O:20].[CH3:21][CH:22]([C:26]([NH:28][CH2:29][C:30]1[CH:35]=[C:34]([F:36])[CH:33]=[CH:32][C:31]=1[F:37])=[O:27])[C:23](O)=[O:24], predict the reaction product. The product is: [F:37][C:31]1[CH:32]=[CH:33][C:34]([F:36])=[CH:35][C:30]=1[CH2:29][NH:28][C:26](=[O:27])[CH:22]([CH3:21])[C:23]([NH:1][CH:2]1[C:3](=[O:20])[N:4]([CH3:19])[C:5]2[CH:18]=[CH:17][CH:16]=[CH:15][C:6]=2[C:7]([C:9]2[CH:14]=[CH:13][CH:12]=[CH:11][CH:10]=2)=[N:8]1)=[O:24]. (3) Given the reactants [Cl:1][C:2]1[CH:3]=[CH:4][C:5]([C@:8]([C:17]2[CH:22]=[C:21]([O:23][C:24]([F:29])([F:28])[CH:25]([F:27])[F:26])[CH:20]=[C:19]([F:30])[CH:18]=2)([NH2:16])[CH2:9][C:10]2[CH:15]=[CH:14][CH:13]=[CH:12][CH:11]=2)=[N:6][CH:7]=1.[C:31]([O-:34])([O-])=O.[K+].[K+].O.[NH2:38][C@H:39]([CH2:46][O:47][CH2:48][C:49]1[CH:54]=[CH:53][CH:52]=[CH:51][CH:50]=1)[C@@H:40]([OH:45])[C:41]([F:44])([F:43])[F:42], predict the reaction product. The product is: [CH2:48]([O:47][CH2:46][C@@H:39]([NH:38][C:31]([NH:16][C@:8]([C:5]1[CH:4]=[CH:3][C:2]([Cl:1])=[CH:7][N:6]=1)([C:17]1[CH:22]=[C:21]([O:23][C:24]([F:29])([F:28])[CH:25]([F:27])[F:26])[CH:20]=[C:19]([F:30])[CH:18]=1)[CH2:9][C:10]1[CH:15]=[CH:14][CH:13]=[CH:12][CH:11]=1)=[O:34])[C@@H:40]([OH:45])[C:41]([F:44])([F:43])[F:42])[C:49]1[CH:54]=[CH:53][CH:52]=[CH:51][CH:50]=1. (4) The product is: [Br:1][C:2]1[N:3]=[C:4]([CH3:10])[CH:5]=[C:6]2[CH:9]=[N:11][NH:8][C:7]=12. Given the reactants [Br:1][C:2]1[C:7]([NH2:8])=[C:6]([CH3:9])[CH:5]=[C:4]([CH3:10])[N:3]=1.[N:11]([O-])=O.[Na+], predict the reaction product. (5) Given the reactants [O:1]1[CH2:6][CH:5]=[C:4](B2OC(C)(C)C(C)(C)O2)[CH2:3][CH2:2]1.Cl[C:17]1[C:18]([O:23][C@H:24]2[CH2:29][CH2:28][C@H:27]([NH:30][C:31]3[S:32][C:33]4[CH:39]=[CH:38][CH:37]=[CH:36][C:34]=4[N:35]=3)[CH2:26][CH2:25]2)=[N:19][CH:20]=[CH:21][N:22]=1.C(=O)([O-])[O-].[Na+].[Na+], predict the reaction product. The product is: [O:1]1[CH2:6][CH:5]=[C:4]([C:17]2[C:18]([O:23][C@H:24]3[CH2:25][CH2:26][C@H:27]([NH:30][C:31]4[S:32][C:33]5[CH:39]=[CH:38][CH:37]=[CH:36][C:34]=5[N:35]=4)[CH2:28][CH2:29]3)=[N:19][CH:20]=[CH:21][N:22]=2)[CH2:3][CH2:2]1. (6) Given the reactants O.[OH:2][C:3]([C:12]([OH:14])=[O:13])([CH2:8][C:9]([OH:11])=[O:10])[CH2:4][C:5]([OH:7])=[O:6].[CH3:15][N:16]([CH3:33])[CH2:17][CH2:18][O:19][CH:20]([C:27]1[N:31]([CH3:32])[N:30]=[CH:29][CH:28]=1)[C:21]1[CH:26]=[CH:25][CH:24]=[CH:23][CH:22]=1, predict the reaction product. The product is: [C:12]([C:3]([OH:2])([CH2:8][C:9]([OH:11])=[O:10])[CH2:4][C:5]([O-:7])=[O:6])([OH:14])=[O:13].[CH3:15][NH+:16]([CH3:33])[CH2:17][CH2:18][O:19][CH:20]([C:27]1[N:31]([CH3:32])[N:30]=[CH:29][CH:28]=1)[C:21]1[CH:26]=[CH:25][CH:24]=[CH:23][CH:22]=1. (7) Given the reactants [F:1][C:2]1[CH:11]=[C:10]([NH:12][S:13]([C:16]2[CH:21]=[CH:20][C:19](I)=[CH:18][CH:17]=2)(=[O:15])=[O:14])[CH:9]=[C:8]([F:23])[C:3]=1[C:4]([O:6]C)=[O:5].[NH:24]1[CH:28]=[CH:27][CH:26]=[N:25]1.P([O-])([O-])([O-])=O.[K+].[K+].[K+].CN[C@@H]1CCCC[C@H]1NC.[OH-].[Na+].Cl, predict the reaction product. The product is: [F:1][C:2]1[CH:11]=[C:10]([NH:12][S:13]([C:16]2[CH:21]=[CH:20][C:19]([N:24]3[CH:28]=[CH:27][CH:26]=[N:25]3)=[CH:18][CH:17]=2)(=[O:15])=[O:14])[CH:9]=[C:8]([F:23])[C:3]=1[C:4]([OH:6])=[O:5]. (8) Given the reactants [O:1]=[C:2]([C:13]1[O:14][C:15]([C:18]2[CH:23]=[CH:22][CH:21]=[CH:20][N:19]=2)=[CH:16][N:17]=1)[CH2:3][CH2:4][CH2:5][CH2:6][C:7]#[C:8][Si](C)(C)C.I[C:25]1[CH:26]=[C:27]([CH:32]=[CH:33][CH:34]=1)[C:28]([O:30][CH3:31])=[O:29], predict the reaction product. The product is: [O:1]=[C:2]([C:13]1[O:14][C:15]([C:18]2[CH:23]=[CH:22][CH:21]=[CH:20][N:19]=2)=[CH:16][N:17]=1)[CH2:3][CH2:4][CH2:5][CH2:6][C:7]#[C:8][C:25]1[CH:34]=[CH:33][CH:32]=[C:27]([C:28]([O:30][CH3:31])=[O:29])[CH:26]=1. (9) Given the reactants Br[C:2]1[CH:3]=[C:4]([CH:19]=[CH:20][C:21]=1[N:22]1[CH2:26][C@H:25]([OH:27])[C@@H:24]([OH:28])[CH2:23]1)[C:5]([NH:7][C:8]1[CH:13]=[CH:12][C:11]([O:14][C:15]([Cl:18])([F:17])[F:16])=[CH:10][CH:9]=1)=[O:6].[N:29]1[CH:34]=[C:33](B(O)O)[CH:32]=[N:31][CH:30]=1.C([O-])([O-])=O.[Na+].[Na+].COCCOC, predict the reaction product. The product is: [Cl:18][C:15]([F:17])([F:16])[O:14][C:11]1[CH:12]=[CH:13][C:8]([NH:7][C:5](=[O:6])[C:4]2[CH:19]=[CH:20][C:21]([N:22]3[CH2:26][C@H:25]([OH:27])[C@@H:24]([OH:28])[CH2:23]3)=[C:2]([C:33]3[CH:34]=[N:29][CH:30]=[N:31][CH:32]=3)[CH:3]=2)=[CH:9][CH:10]=1. (10) Given the reactants [C:1]([O:5][C:6]([NH:8][C@@H:9]([C:11]([OH:13])=O)[CH3:10])=[O:7])([CH3:4])([CH3:3])[CH3:2].CN1CCOCC1.C(OC(Cl)=O)C(C)C.[CH3:29][O:30][C:31](=[O:51])[C@H:32]([NH:42][CH2:43][C:44]1[CH:49]=[CH:48][C:47]([F:50])=[CH:46][CH:45]=1)[CH2:33][O:34][CH2:35][C:36]1[CH:41]=[CH:40][CH:39]=[CH:38][CH:37]=1, predict the reaction product. The product is: [CH3:29][O:30][C:31](=[O:51])[C@H:32]([N:42]([CH2:43][C:44]1[CH:49]=[CH:48][C:47]([F:50])=[CH:46][CH:45]=1)[C:11]([C@@H:9]([NH:8][C:6]([O:5][C:1]([CH3:2])([CH3:3])[CH3:4])=[O:7])[CH3:10])=[O:13])[CH2:33][O:34][CH2:35][C:36]1[CH:41]=[CH:40][CH:39]=[CH:38][CH:37]=1.